Task: Regression. Given a peptide amino acid sequence and an MHC pseudo amino acid sequence, predict their binding affinity value. This is MHC class I binding data.. Dataset: Peptide-MHC class I binding affinity with 185,985 pairs from IEDB/IMGT (1) The peptide sequence is RLPAYAPLL. The MHC is HLA-B40:13 with pseudo-sequence HLA-B40:13. The binding affinity (normalized) is 0.756. (2) The peptide sequence is FIAEIDHWI. The MHC is HLA-A02:02 with pseudo-sequence HLA-A02:02. The binding affinity (normalized) is 0.957. (3) The peptide sequence is RLFFKCIYR. The MHC is HLA-B18:01 with pseudo-sequence HLA-B18:01. The binding affinity (normalized) is 0.0847.